This data is from Reaction yield outcomes from USPTO patents with 853,638 reactions. The task is: Predict the reaction yield, written as a fraction of the theoretical maximum amount of product (1.0 means a 100% yield; for example, 0.34 means a 34% yield). (1) The catalyst is C1COCC1.P([O-])([O-])([O-])=O. The yield is 0.0300. The reactants are [N+](C1C=CC(C[O:9][C:10]([C:12]2[N:13]3[CH:16]([S:17][CH:18]=2)[C:15]([CH:20](OC(=O)C)[C:21]2[CH:32]=[CH:31][C:24]4[N:25]=[C:26]5[N:30]([C:23]=4[CH:22]=2)[CH2:29][CH2:28][S:27]5)(Br)[C:14]3=[O:37])=[O:11])=CC=1)([O-])=O.[H][H]. The product is [S:27]1[C:26]2=[N:25][C:24]3[CH:31]=[CH:32][C:21](/[CH:20]=[C:15]4\[C@@H:16]5[N:13]([C:14]\4=[O:37])[C:12]([C:10]([OH:11])=[O:9])=[CH:18][S:17]5)=[CH:22][C:23]=3[N:30]2[CH2:29][CH2:28]1. (2) The reactants are [N:1]1[CH:6]=[CH:5][CH:4]=[C:3]([N:7]2[CH2:15][CH2:14][C:9]3([NH:13][CH2:12][CH2:11][CH2:10]3)[CH2:8]2)[CH:2]=1.[C:16](=O)(O)[O-].[Na+]. The catalyst is C(O)=O.C=O. The product is [CH3:16][N:13]1[C:9]2([CH2:14][CH2:15][N:7]([C:3]3[CH:2]=[N:1][CH:6]=[CH:5][CH:4]=3)[CH2:8]2)[CH2:10][CH2:11][CH2:12]1. The yield is 0.936.